This data is from Forward reaction prediction with 1.9M reactions from USPTO patents (1976-2016). The task is: Predict the product of the given reaction. (1) Given the reactants [F:1][C:2]1[CH:7]=[CH:6][C:5]([C:8]2[O:9][C:10]([C:21]3[CH:25]=[CH:24][S:23][CH:22]=3)=[C:11]([C:13]([CH3:20])([CH3:19])[C:14]([O:16]CC)=[O:15])[N:12]=2)=[CH:4][CH:3]=1.B(Br)(Br)Br.O.C(OCC)(=O)C, predict the reaction product. The product is: [F:1][C:2]1[CH:7]=[CH:6][C:5]([C:8]2[O:9][C:10]([C:21]3[CH:25]=[CH:24][S:23][CH:22]=3)=[C:11]([C:13]([CH3:20])([CH3:19])[C:14]([OH:16])=[O:15])[N:12]=2)=[CH:4][CH:3]=1. (2) The product is: [C:1]([O:5][C:6]([N:8]1[CH2:20][C@@H:19]([CH3:21])[N:18]2[C@H:10]([CH2:11][C:12]3[C:17]2=[N:16][CH:15]=[C:14]([O:22][CH2:23][CH3:24])[CH:13]=3)[CH2:9]1)=[O:7])([CH3:3])([CH3:4])[CH3:2]. Given the reactants [C:1]([O:5][C:6]([N:8]1[CH2:20][C@@H:19]([CH3:21])[N:18]2[C:10](=[CH:11][C:12]3[C:17]2=[N:16][CH:15]=[C:14]([O:22][CH2:23][CH3:24])[CH:13]=3)[CH2:9]1)=[O:7])([CH3:4])([CH3:3])[CH3:2].C([BH3-])#N.[Na+], predict the reaction product. (3) Given the reactants [CH3:1][O:2][C:3](=[O:28])[C:4]1[CH:9]=[CH:8][C:7]([CH2:10][NH:11][C:12]2[CH:17]=[CH:16][C:15]([CH:18]3[CH2:23][CH2:22][CH2:21][CH2:20][CH2:19]3)=[CH:14][CH:13]=2)=[CH:6][C:5]=1C(=O)NCl.C(N(CC)CC)C.[Cl:36][C:37]1[CH:42]=[CH:41][C:40]([C@@H:43]([NH2:45])[CH3:44])=[CH:39][CH:38]=1.CN1[C:51](=[O:52])CCC1, predict the reaction product. The product is: [CH3:1][O:2][C:3](=[O:28])[C:4]1[CH:9]=[CH:8][C:7]([CH2:10][N:11]([C:12]2[CH:13]=[CH:14][C:15]([CH:18]3[CH2:23][CH2:22][CH2:21][CH2:20][CH2:19]3)=[CH:16][CH:17]=2)[C:51]([NH:45][C@H:43]([C:40]2[CH:41]=[CH:42][C:37]([Cl:36])=[CH:38][CH:39]=2)[CH3:44])=[O:52])=[CH:6][CH:5]=1. (4) The product is: [Br:11][CH2:9][C:8]([C:4]1[CH:5]=[CH:6][CH:7]=[C:2]([Br:1])[CH:3]=1)=[O:10]. Given the reactants [Br:1][C:2]1[CH:3]=[C:4]([C:8](=[O:10])[CH3:9])[CH:5]=[CH:6][CH:7]=1.[Br:11]Br, predict the reaction product. (5) Given the reactants CO[Si:3]([CH2:12][CH2:13][CH2:14][CH3:15])([CH2:8][CH2:9][CH2:10][CH3:11])[CH2:4][CH2:5][CH2:6][CH3:7].[C:16]([OH:21])(=[O:20])[C:17]([CH3:19])=[CH2:18].CN(C)C(=O)C.COC1C=CC(O)=CC=1, predict the reaction product. The product is: [C:16]([O:21][Si:3]([CH2:8][CH2:9][CH2:10][CH3:11])([CH2:12][CH2:13][CH2:14][CH3:15])[CH2:4][CH2:5][CH2:6][CH3:7])(=[O:20])[C:17]([CH3:19])=[CH2:18]. (6) The product is: [F:1][C:2]1[CH:7]=[CH:6][C:5]([C:8]#[C:9][C:10]2[CH:11]=[CH:12][C:13]([N:16]3[CH2:17][CH2:18][N:19]([S:22]([CH2:25][CH:26]([NH:36][OH:37])[CH2:27][CH2:28][CH2:29][C:30]4[N:35]=[CH:34][CH:33]=[CH:32][N:31]=4)(=[O:24])=[O:23])[CH2:20][CH2:21]3)=[N:14][CH:15]=2)=[CH:4][CH:3]=1. Given the reactants [F:1][C:2]1[CH:7]=[CH:6][C:5]([C:8]#[C:9][C:10]2[CH:11]=[CH:12][C:13]([N:16]3[CH2:21][CH2:20][N:19]([S:22]([CH:25]=[CH:26][CH2:27][CH2:28][CH2:29][C:30]4[N:35]=[CH:34][CH:33]=[CH:32][N:31]=4)(=[O:24])=[O:23])[CH2:18][CH2:17]3)=[N:14][CH:15]=2)=[CH:4][CH:3]=1.[NH2:36][OH:37], predict the reaction product. (7) The product is: [NH2:17][CH:16]1[CH:15]([C:19]([C:20]2[CH:25]=[CH:24][CH:23]=[C:22]([I:26])[CH:21]=2)=[O:18])[CH:14]=[C:13]([C:8](=[O:9])[C:5]2[CH:4]=[CH:3][C:2]([Cl:1])=[CH:7][CH:6]=2)[CH:28]=[CH:27]1. Given the reactants [Cl:1][C:2]1[CH:7]=[CH:6][C:5]([C:8]2([C:13]3[CH:28]=[CH:27][C:16]4=[N:17][O:18][C:19]([C:20]5[CH:25]=[CH:24][CH:23]=[C:22]([I:26])[CH:21]=5)=[C:15]4[CH:14]=3)OCC[O:9]2)=[CH:4][CH:3]=1, predict the reaction product. (8) Given the reactants [CH3:1][C:2]1([CH3:8])[CH2:7][CH:6]=[CH:5][CH2:4][O:3]1.ClC1C=C(C=CC=1)C(OO)=[O:14], predict the reaction product. The product is: [CH3:1][C:2]1([CH3:8])[CH2:7][CH:6]2[CH:5]([O:14]2)[CH2:4][O:3]1.